This data is from Forward reaction prediction with 1.9M reactions from USPTO patents (1976-2016). The task is: Predict the product of the given reaction. Given the reactants [Cl:1][C:2]1[N:3]=[CH:4][C:5]2[S:10][CH:9]=[C:8]([NH:11][C:12]3[CH:17]=[C:16]([O:18][CH3:19])[C:15]([O:20][CH3:21])=[C:14]([O:22][CH3:23])[CH:13]=3)[C:6]=2[N:7]=1.[H-].[Na+].I[CH3:27], predict the reaction product. The product is: [Cl:1][C:2]1[N:3]=[CH:4][C:5]2[S:10][CH:9]=[C:8]([N:11]([CH3:27])[C:12]3[CH:17]=[C:16]([O:18][CH3:19])[C:15]([O:20][CH3:21])=[C:14]([O:22][CH3:23])[CH:13]=3)[C:6]=2[N:7]=1.